From a dataset of Full USPTO retrosynthesis dataset with 1.9M reactions from patents (1976-2016). Predict the reactants needed to synthesize the given product. The reactants are: [Cl:1][C:2]1[CH:42]=[CH:41][C:5]([C:6]2[C:11]([C:12]3[CH:21]=[CH:20][C:19]4[C:14](=[CH:15][C:16]([F:40])=[C:17]([C:22]5[N:26]([CH:27]6[CH2:32][CH2:31][CH2:30][CH2:29][CH2:28]6)[C:25]6[CH:33]=[CH:34][C:35]([C:37](O)=[O:38])=[CH:36][C:24]=6[N:23]=5)[CH:18]=4)[N:13]=3)=[CH:10][CH:9]=[CH:8][CH:7]=2)=[CH:4][CH:3]=1.[OH:43][CH:44]1[CH2:49][CH2:48][NH:47][CH2:46][CH2:45]1. Given the product [Cl:1][C:2]1[CH:42]=[CH:41][C:5]([C:6]2[C:11]([C:12]3[CH:21]=[CH:20][C:19]4[C:14](=[CH:15][C:16]([F:40])=[C:17]([C:22]5[N:26]([CH:27]6[CH2:32][CH2:31][CH2:30][CH2:29][CH2:28]6)[C:25]6[CH:33]=[CH:34][C:35]([C:37]([N:47]7[CH2:48][CH2:49][CH:44]([OH:43])[CH2:45][CH2:46]7)=[O:38])=[CH:36][C:24]=6[N:23]=5)[CH:18]=4)[N:13]=3)=[CH:10][CH:9]=[CH:8][CH:7]=2)=[CH:4][CH:3]=1, predict the reactants needed to synthesize it.